Task: Predict the product of the given reaction.. Dataset: Forward reaction prediction with 1.9M reactions from USPTO patents (1976-2016) (1) Given the reactants [F:1][CH:2]([F:27])[C:3]1[CH:4]=[CH:5][C:6]([F:26])=[C:7]([C:9]2[CH:14]=[CH:13][C:12]([C:15]([O:17][CH3:18])=[O:16])=[CH:11][C:10]=2[C:19]2[C:23]([CH3:25])([CH3:24])[CH2:22][CH2:21][CH:20]=2)[CH:8]=1, predict the reaction product. The product is: [F:27][CH:2]([F:1])[C:3]1[CH:4]=[CH:5][C:6]([F:26])=[C:7]([C:9]2[CH:14]=[CH:13][C:12]([C:15]([O:17][CH3:18])=[O:16])=[CH:11][C:10]=2[CH:19]2[CH2:20][CH2:21][CH2:22][C:23]2([CH3:24])[CH3:25])[CH:8]=1. (2) The product is: [CH:1]([N:4]1[C:12]2[C:7](=[CH:8][CH:9]=[CH:10][C:11]=2[C:13]([F:16])([F:15])[F:14])[C:6]([C:17]2[CH:22]=[CH:21][C:20]([OH:23])=[CH:19][C:18]=2[CH3:25])=[N:5]1)([CH3:3])[CH3:2]. Given the reactants [CH:1]([N:4]1[C:12]2[C:7](=[CH:8][CH:9]=[CH:10][C:11]=2[C:13]([F:16])([F:15])[F:14])[C:6]([C:17]2[CH:22]=[CH:21][C:20]([O:23]C)=[CH:19][C:18]=2[CH3:25])=[N:5]1)([CH3:3])[CH3:2].B(Br)(Br)Br.C1CCCCC=1, predict the reaction product. (3) Given the reactants [CH3:1][S:2][C:3]1[CH:8]=[CH:7][C:6]([NH:9][NH2:10])=[CH:5][CH:4]=1.N1C=CC=CC=1.CN(C)C=O.[CH2:22]([O:24][CH:25]=[CH:26][C:27](Cl)=[O:28])[CH3:23], predict the reaction product. The product is: [CH3:1][S:2][C:3]1[CH:8]=[CH:7][C:6]([NH:9][NH:10][C:27](=[O:28])[CH:26]=[CH:25][O:24][CH2:22][CH3:23])=[CH:5][CH:4]=1. (4) Given the reactants BrC1C(C2CCNCC=2)=NC2N(N=CC=2C2C=NC3C(C=2)=CC=CC=3)C=1N.[Br:28][C:29]1[C:30]([C:65]2[CH2:70][CH2:69][CH:68]([C:71]3[CH:72]=[N:73][N:74](COCC[Si](C)(C)C)[CH:75]=3)[CH2:67][CH:66]=2)=[N:31][C:32]2[N:33]([N:52]=[CH:53][C:54]=2[C:55]2[CH:56]=[N:57][C:58]3[C:63]([CH:64]=2)=[CH:62][CH:61]=[CH:60][CH:59]=3)[C:34]=1[N:35](COCC[Si](C)(C)C)COCC[Si](C)(C)C.C[Si](C)(C)CCOCN(COCC[Si](C)(C)C)C1N2N=CC(C3C=NC4C(C=3)=CC=CC=4)=C2N=C(C2CCN(C(OC(C)(C)C)=O)CC=2)C=1, predict the reaction product. The product is: [NH:73]1[CH:72]=[C:71]([CH:68]2[CH2:69][CH2:70][C:65]([C:30]3[C:29]([Br:28])=[C:34]([NH2:35])[N:33]4[N:52]=[CH:53][C:54]([C:55]5[CH:56]=[N:57][C:58]6[C:63]([CH:64]=5)=[CH:62][CH:61]=[CH:60][CH:59]=6)=[C:32]4[N:31]=3)=[CH:66][CH2:67]2)[CH:75]=[N:74]1. (5) Given the reactants [Cr:1].[S:2](=[O:6])(=[O:5])([OH:4])[OH:3].[Cr:7](O[Cr]([O-])(=O)=O)([O-])(=O)=[O:8].[Na+:16].[Na+], predict the reaction product. The product is: [S:2]([O-:6])([O-:5])(=[O:4])=[O:3].[Cr+3:7].[S:2]([O-:6])([O-:5])(=[O:4])=[O:3].[S:2]([O-:6])([O-:5])(=[O:4])=[O:3].[Cr+3:1].[OH-:8].[Na+:16]. (6) Given the reactants [C:1]([C:5]1[CH:6]=[C:7]([C:16]2[CH:17]=[C:18]([C:26]3[CH:31]=[CH:30][C:29]([C:32]([O:34][CH2:35][CH3:36])=[O:33])=[CH:28][CH:27]=3)[CH:19]=[CH:20][C:21]=2[CH2:22][CH2:23]CO)[CH:8]=[CH:9][C:10]=1[N:11]([CH2:14][CH3:15])[CH2:12][CH3:13])([CH3:4])([CH3:3])[CH3:2].C(P(CCCCCCCC)CCCCCCCC)CCCCCCC.[C:62]([Br:66])(Br)(Br)Br.O, predict the reaction product. The product is: [Br:66][CH2:62][CH2:23][CH2:22][C:21]1[CH:20]=[CH:19][C:18]([C:26]2[CH:27]=[CH:28][C:29]([C:32]([O:34][CH2:35][CH3:36])=[O:33])=[CH:30][CH:31]=2)=[CH:17][C:16]=1[C:7]1[CH:8]=[CH:9][C:10]([N:11]([CH2:12][CH3:13])[CH2:14][CH3:15])=[C:5]([C:1]([CH3:4])([CH3:3])[CH3:2])[CH:6]=1.